Dataset: Full USPTO retrosynthesis dataset with 1.9M reactions from patents (1976-2016). Task: Predict the reactants needed to synthesize the given product. (1) Given the product [F:24][C@H:25]1[C@H:30]([C:31]2[CH:36]=[CH:35][C:34]([OH:37])=[CH:33][CH:32]=2)[CH2:29][CH2:28][N:27]([CH:2]2[CH2:6][CH2:5][N:4]([CH2:7][C:8]3[CH:13]=[CH:12][C:11]([CH3:14])=[CH:10][CH:9]=3)[C:3]2=[O:15])[CH2:26]1, predict the reactants needed to synthesize it. The reactants are: Br[CH:2]1[CH2:6][CH2:5][N:4]([CH2:7][C:8]2[CH:13]=[CH:12][C:11]([CH3:14])=[CH:10][CH:9]=2)[C:3]1=[O:15].C(N(CC)CC)C.Cl.[F:24][C@H:25]1[C@H:30]([C:31]2[CH:36]=[CH:35][C:34]([OH:37])=[CH:33][CH:32]=2)[CH2:29][CH2:28][NH:27][CH2:26]1.O. (2) Given the product [OH:12][C:4]1[C:5]2[CH:11]=[CH:10][N:9]=[CH:8][C:6]=2[N:7]=[C:2]([O:13][C:14]2[CH:19]=[CH:18][C:17]([N:20]([CH3:30])[C:21](=[O:29])[CH2:22][C:23]3[CH:24]=[CH:25][CH:26]=[CH:27][CH:28]=3)=[CH:16][CH:15]=2)[N:3]=1, predict the reactants needed to synthesize it. The reactants are: Cl[C:2]1[N:3]=[C:4]([OH:12])[C:5]2[CH:11]=[CH:10][N:9]=[CH:8][C:6]=2[N:7]=1.[OH:13][C:14]1[CH:19]=[CH:18][C:17]([N:20]([CH3:30])[C:21](=[O:29])[CH2:22][C:23]2[CH:28]=[CH:27][CH:26]=[CH:25][CH:24]=2)=[CH:16][CH:15]=1.